From a dataset of Catalyst prediction with 721,799 reactions and 888 catalyst types from USPTO. Predict which catalyst facilitates the given reaction. (1) Product: [Cl:11][C:9]1[CH:8]=[CH:7][C:6]([C:12]2[C:13]([C@@H:24]([NH:34][C:35](=[O:51])[CH2:36][N:37]3[C:41]4[C:42]([F:47])([F:46])[C@@H:43]5[CH2:45][C@@H:44]5[C:40]=4[C:39]([CH:48]([F:49])[F:50])=[N:38]3)[CH2:25][C:26]3[CH:27]=[C:28]([F:33])[CH:29]=[C:30]([F:32])[CH:31]=3)=[N:14][C:15]([C:18]#[C:19][C:20]([OH:23])([CH3:21])[CH3:22])=[CH:16][CH:17]=2)=[C:5]2[C:10]=1[C:2]([NH:1][C:54]([NH2:55])=[O:53])=[N:3][N:4]2[CH3:52]. Reactant: [NH2:1][C:2]1[C:10]2[C:5](=[C:6]([C:12]3[C:13]([C@@H:24]([NH:34][C:35](=[O:51])[CH2:36][N:37]4[C:41]5[C:42]([F:47])([F:46])[C@@H:43]6[CH2:45][C@@H:44]6[C:40]=5[C:39]([CH:48]([F:50])[F:49])=[N:38]4)[CH2:25][C:26]4[CH:31]=[C:30]([F:32])[CH:29]=[C:28]([F:33])[CH:27]=4)=[N:14][C:15]([C:18]#[C:19][C:20]([OH:23])([CH3:22])[CH3:21])=[CH:16][CH:17]=3)[CH:7]=[CH:8][C:9]=2[Cl:11])[N:4]([CH3:52])[N:3]=1.[O-:53][C:54]#[N:55].[K+]. The catalyst class is: 86. (2) The catalyst class is: 2. Product: [OH:25][CH:17]([CH2:18][C:19]1[CH:20]=[CH:21][CH:22]=[CH:23][CH:24]=1)/[CH:16]=[CH:15]/[C@H:5]1[CH2:4][S:3][C:2](=[O:1])[N:6]1[CH2:7][CH2:8][CH2:9][CH2:10][CH2:11][CH2:12][C:13]#[N:14]. Reactant: [O:1]=[C:2]1[N:6]([CH2:7][CH2:8][CH2:9][CH2:10][CH2:11][CH2:12][C:13]#[N:14])[C@@H:5](/[CH:15]=[CH:16]/[C:17](=[O:25])[CH2:18][C:19]2[CH:24]=[CH:23][CH:22]=[CH:21][CH:20]=2)[CH2:4][S:3]1.C1(C)C=CC=CC=1.[B]1OC2C(=CC=CC=2)O1. (3) Reactant: [F:1][C:2]1[C:7]([F:8])=[CH:6][CH:5]=[CH:4][C:3]=1[CH2:9][C:10](Cl)=[O:11].[Cl-].[Al+3].[Cl-].[Cl-].[CH3:17][Si:18]([C:21]#[CH:22])([CH3:20])[CH3:19].Cl. Product: [F:8][C:7]1[C:2]([F:1])=[C:3]2[C:4]([CH:22]=[C:21]([Si:18]([CH3:20])([CH3:19])[CH3:17])[C:10]([OH:11])=[CH:9]2)=[CH:5][CH:6]=1. The catalyst class is: 4. (4) Product: [CH2:21]1[C:22]2[C:27](=[CH:26][CH:25]=[CH:24][CH:23]=2)[CH2:28][N:20]1[CH2:19][CH2:18][CH2:17][O:16][C:15]1[CH:14]=[C:13]([NH:12][C:10]2[C:9]3[C:4](=[CH:5][CH:6]=[CH:7][CH:8]=3)[N:3]=[C:2]([CH3:1])[CH:11]=2)[CH:33]=[C:32]([C:34]([F:35])([F:37])[F:36])[CH:31]=1. Reactant: [CH3:1][C:2]1[CH:11]=[C:10]([NH:12][C:13]2[CH:14]=[C:15]([CH:31]=[C:32]([C:34]([F:37])([F:36])[F:35])[CH:33]=2)[O:16][CH2:17][CH2:18][CH2:19][N:20]2[C:28](=O)[C:27]3[C:22](=[CH:23][CH:24]=[CH:25][CH:26]=3)[C:21]2=O)[C:9]2[C:4](=[CH:5][CH:6]=[CH:7][CH:8]=2)[N:3]=1.[H-].[Al+3].[Li+].[H-].[H-].[H-].O.O.O.O.O.O.O.O.O.O.S([O-])([O-])(=O)=O.[Na+].[Na+]. The catalyst class is: 1. (5) Reactant: [CH3:1][C:2]1[C:3]([N:31]2[CH2:35][CH2:34][C@@H:33]([NH:36]C(=O)OC(C)(C)C)[CH2:32]2)=[N:4][C:5]([C:8]2[C:16]3[C:11](=[CH:12][N:13]=[C:14]([C:17]4[CH:18]=[N:19][CH:20]=[CH:21][CH:22]=4)[CH:15]=3)[N:10](COCC[Si](C)(C)C)[N:9]=2)=[CH:6][CH:7]=1.Cl. Product: [CH3:1][C:2]1[C:3]([N:31]2[CH2:35][CH2:34][C@@H:33]([NH2:36])[CH2:32]2)=[N:4][C:5]([C:8]2[C:16]3[C:11](=[CH:12][N:13]=[C:14]([C:17]4[CH:18]=[N:19][CH:20]=[CH:21][CH:22]=4)[CH:15]=3)[NH:10][N:9]=2)=[CH:6][CH:7]=1. The catalyst class is: 71. (6) Reactant: [Cl:1][C:2]1[N:3]([CH2:10][C@:11]2([CH3:14])[CH2:13][O:12]2)[CH:4]=[C:5]([N+:7]([O-:9])=[O:8])[N:6]=1.[N:15]1([C:21]([O:23][C:24]([CH3:27])([CH3:26])[CH3:25])=[O:22])[CH2:20][CH2:19][NH:18][CH2:17][CH2:16]1.CN(C=O)C. Product: [Cl:1][C:2]1[N:3]([CH2:10][C@:11]([OH:12])([CH3:14])[CH2:13][N:18]2[CH2:17][CH2:16][N:15]([C:21]([O:23][C:24]([CH3:27])([CH3:26])[CH3:25])=[O:22])[CH2:20][CH2:19]2)[CH:4]=[C:5]([N+:7]([O-:9])=[O:8])[N:6]=1. The catalyst class is: 6. (7) Reactant: [CH3:1][C:2]1[C:7]([CH3:8])=[CH:6][C:5]([NH:9][CH2:10][CH2:11][CH2:12][CH2:13][CH2:14][CH2:15][C:16]([OH:18])=[O:17])=[C:4]([N+:19]([O-])=O)[CH:3]=1.[BH4-].[Na+]. Product: [NH2:19][C:4]1[CH:3]=[C:2]([CH3:1])[C:7]([CH3:8])=[CH:6][C:5]=1[NH:9][CH2:10][CH2:11][CH2:12][CH2:13][CH2:14][CH2:15][C:16]([OH:18])=[O:17]. The catalyst class is: 19. (8) Reactant: [F:1][C:2]1[CH:7]=[CH:6][C:5]([C:8]2[C:9]([C:20]3[CH:25]=[CH:24][C:23]([S:26](Cl)(=[O:28])=[O:27])=[CH:22][CH:21]=3)=[C:10]3[N:14]([C:15]=2[C:16]([O:18][CH3:19])=[O:17])[CH2:13][CH2:12][CH2:11]3)=[CH:4][CH:3]=1.[O-]S([O-])=O.[Na+].[Na+].[C:36]([O-])([O-])=O.[Na+].[Na+].CI. Product: [F:1][C:2]1[CH:7]=[CH:6][C:5]([C:8]2[C:9]([C:20]3[CH:25]=[CH:24][C:23]([S:26]([CH3:36])(=[O:28])=[O:27])=[CH:22][CH:21]=3)=[C:10]3[N:14]([C:15]=2[C:16]([O:18][CH3:19])=[O:17])[CH2:13][CH2:12][CH2:11]3)=[CH:4][CH:3]=1. The catalyst class is: 97.